From a dataset of Peptide-MHC class II binding affinity with 134,281 pairs from IEDB. Regression. Given a peptide amino acid sequence and an MHC pseudo amino acid sequence, predict their binding affinity value. This is MHC class II binding data. (1) The peptide sequence is AEMKTDAATLAQEAG. The MHC is HLA-DPA10201-DPB11401 with pseudo-sequence HLA-DPA10201-DPB11401. The binding affinity (normalized) is 0.231. (2) The peptide sequence is HTMWHVTRGAFLVRNHHHHHH. The MHC is DRB5_0101 with pseudo-sequence DRB5_0101. The binding affinity (normalized) is 0.834. (3) The peptide sequence is YDKFLANVSTVLQGK. The MHC is DRB1_1302 with pseudo-sequence DRB1_1302. The binding affinity (normalized) is 0.823. (4) The peptide sequence is QGFIFFFLFNILTGK. The MHC is HLA-DQA10303-DQB10402 with pseudo-sequence HLA-DQA10303-DQB10402. The binding affinity (normalized) is 0. (5) The peptide sequence is KNIPQPVRALLEGFL. The binding affinity (normalized) is 0.532. The MHC is HLA-DQA10401-DQB10402 with pseudo-sequence HLA-DQA10401-DQB10402. (6) The peptide sequence is TDALRTLGSTSADEV. The MHC is DRB1_0101 with pseudo-sequence DRB1_0101. The binding affinity (normalized) is 0.650. (7) The peptide sequence is IHLVIHRIRTLIGQE. The MHC is DRB1_1301 with pseudo-sequence DRB1_1301. The binding affinity (normalized) is 0.872. (8) The peptide sequence is RVIRGKKGAGGITIK. The MHC is HLA-DQA10102-DQB10502 with pseudo-sequence HLA-DQA10102-DQB10502. The binding affinity (normalized) is 0.0163. (9) The peptide sequence is AAAAGWQTLSAALDA. The binding affinity (normalized) is 0.139. The MHC is DRB3_0101 with pseudo-sequence DRB3_0101. (10) The peptide sequence is EKKYFAAVQFEPLAA. The MHC is HLA-DQA10401-DQB10402 with pseudo-sequence HLA-DQA10401-DQB10402. The binding affinity (normalized) is 0.666.